From a dataset of Forward reaction prediction with 1.9M reactions from USPTO patents (1976-2016). Predict the product of the given reaction. (1) Given the reactants [CH2:1]([C:3]1[CH:4]=[N:5][C:6]([N:9]2[CH2:14][CH2:13][CH:12]([CH:15]([O:17][CH:18]3[CH2:21][N:20](C(OC(C)(C)C)=O)[CH2:19]3)[CH3:16])[CH2:11][CH2:10]2)=[N:7][CH:8]=1)[CH3:2].[ClH:29].C(OCC)C, predict the reaction product. The product is: [ClH:29].[NH:20]1[CH2:19][CH:18]([O:17][CH:15]([CH:12]2[CH2:13][CH2:14][N:9]([C:6]3[N:5]=[CH:4][C:3]([CH2:1][CH3:2])=[CH:8][N:7]=3)[CH2:10][CH2:11]2)[CH3:16])[CH2:21]1. (2) Given the reactants [CH2:1]([OH:12])[C@H:2]([C@H:4]([C@@H:6]([C@@H:8]([CH2:10][OH:11])[OH:9])[OH:7])[OH:5])[OH:3].CO[C:15](OC)([CH3:17])[CH3:16].C(=O)(O)[O-].[Na+].O1C[CH2:28][CH2:27][CH2:26]1, predict the reaction product. The product is: [CH3:16][C:15]1([CH3:17])[O:9][C@@H:8]([C@@H:6]([OH:7])[C@H:4]([OH:5])[C@@H:2]2[O:3][C:27]([CH3:28])([CH3:26])[O:12][CH2:1]2)[CH2:10][O:11]1. (3) Given the reactants [Cl:1][C:2]1[CH:3]=[C:4]([C:8]2[N:13]=[C:12]3[CH2:14][CH2:15][CH2:16][C:11]3=[C:10]([NH:17][C:18]3[CH:19]=[C:20]([CH2:24][C:25](OC)=[O:26])[CH:21]=[CH:22][CH:23]=3)[CH:9]=2)[CH:5]=[CH:6][CH:7]=1.CSC, predict the reaction product. The product is: [ClH:1].[Cl:1][C:2]1[CH:3]=[C:4]([C:8]2[N:13]=[C:12]3[CH2:14][CH2:15][CH2:16][C:11]3=[C:10]([NH:17][C:18]3[CH:19]=[C:20]([CH2:24][CH2:25][OH:26])[CH:21]=[CH:22][CH:23]=3)[CH:9]=2)[CH:5]=[CH:6][CH:7]=1. (4) Given the reactants C(O)C(N)(CO)CO.Cl.[NH2:10][CH2:11][C:12]([OH:14])=[O:13].[NH2:15][C@@H:16]([C:18]([OH:20])=[O:19])[CH3:17], predict the reaction product. The product is: [NH2:15][C@@H:16]([C:18]([OH:20])=[O:19])[CH3:17].[NH2:10][CH2:11][C:12]([OH:14])=[O:13].[NH2:15][C@@H:16]([C:18]([OH:20])=[O:19])[CH3:17]. (5) The product is: [CH2:31]([O:20][C:17]1[CH:18]=[C:19]2[C:14](=[CH:15][C:16]=1[O:21][CH3:22])[N:13]=[CH:12][N:11]=[C:10]2[NH:9][C:4]1[CH:5]=[CH:6][C:7]([F:8])=[C:2]([Cl:1])[CH:3]=1)[CH:30]=[CH2:29]. Given the reactants [Cl:1][C:2]1[CH:3]=[C:4]([NH:9][C:10]2[C:19]3[C:14](=[CH:15][C:16]([O:21][CH3:22])=[C:17]([OH:20])[CH:18]=3)[N:13]=[CH:12][N:11]=2)[CH:5]=[CH:6][C:7]=1[F:8].C([O-])([O-])=O.[K+].[K+].[CH2:29](Br)[CH:30]=[CH2:31], predict the reaction product. (6) Given the reactants [NH:1]1[C:5]([C:6]([O:8][CH2:9][CH3:10])=[O:7])=[CH:4][C:3]([C:11]([O:13][CH2:14][CH3:15])=[O:12])=[N:2]1.C(=O)([O-])[O-].[K+].[K+].Br[CH2:23][CH2:24][O:25][Si:26]([C:29]([CH3:32])([CH3:31])[CH3:30])([CH3:28])[CH3:27], predict the reaction product. The product is: [Si:26]([O:25][CH2:24][CH2:23][N:1]1[C:5]([C:6]([O:8][CH2:9][CH3:10])=[O:7])=[CH:4][C:3]([C:11]([O:13][CH2:14][CH3:15])=[O:12])=[N:2]1)([C:29]([CH3:32])([CH3:31])[CH3:30])([CH3:28])[CH3:27]. (7) Given the reactants [CH:1]1([C:8](O)=[O:9])[CH2:7][CH2:6][CH2:5][CH2:4][CH2:3][CH2:2]1.B.C1COCC1, predict the reaction product. The product is: [CH:1]1([CH2:8][OH:9])[CH2:7][CH2:6][CH2:5][CH2:4][CH2:3][CH2:2]1. (8) Given the reactants [NH2:1][C:2]1[CH:3]=[C:4]([CH:8]=[CH:9][CH:10]=1)[C:5]([OH:7])=O.CN(C(O[N:19]1N=NC2C=[CH:23][CH:24]=[CH:25][C:20]1=2)=[N+](C)C)C.F[P-](F)(F)(F)(F)F.CCN(C(C)C)C(C)C.N1CCCC1, predict the reaction product. The product is: [NH2:1][C:2]1[CH:3]=[C:4]([C:5]([N:19]2[CH2:20][CH2:25][CH2:24][CH2:23]2)=[O:7])[CH:8]=[CH:9][CH:10]=1.